From a dataset of Reaction yield outcomes from USPTO patents with 853,638 reactions. Predict the reaction yield, written as a fraction of the theoretical maximum amount of product (1.0 means a 100% yield; for example, 0.34 means a 34% yield). (1) The reactants are [Li]CCCC.[CH2:6]([S:16]([CH2:19]/[CH:20]=[C:21](\[CH2:23][CH2:24][CH:25]=[C:26]([CH3:28])[CH3:27])/[CH3:22])(=[O:18])=[O:17])/[CH:7]=[C:8](\[CH2:10][CH2:11][CH:12]=C(C)C)/C.CN1CCCN(C)C1=O.[Si:38]([O:55][CH2:56]/[CH:57]=[C:58](/[CH3:66])\[CH2:59][CH2:60]/[CH:61]=[C:62](/[CH3:65])\[CH2:63]Cl)([C:51]([CH3:54])([CH3:53])[CH3:52])([C:45]1[CH:50]=[CH:49][CH:48]=[CH:47][CH:46]=1)[C:39]1[CH:44]=[CH:43][CH:42]=[CH:41][CH:40]=1. The catalyst is C1COCC1. The product is [Si:38]([O:55][CH2:56]/[CH:57]=[C:58](/[CH3:66])\[CH2:59][CH2:60]/[CH:61]=[C:62](/[CH3:65])\[CH2:63][CH:19]([S:16]([C:6]1[CH:7]=[CH:8][CH:10]=[CH:11][CH:12]=1)(=[O:17])=[O:18])/[CH:20]=[C:21](/[CH3:22])\[CH2:23][CH2:24][CH:25]=[C:26]([CH3:27])[CH3:28])([C:51]([CH3:52])([CH3:53])[CH3:54])([C:45]1[CH:46]=[CH:47][CH:48]=[CH:49][CH:50]=1)[C:39]1[CH:44]=[CH:43][CH:42]=[CH:41][CH:40]=1. The yield is 0.630. (2) The reactants are [CH2:1]([N:8]1[C:17]2[C:12](=[CH:13][C:14]([C:18]([F:21])([F:20])[F:19])=[CH:15][CH:16]=2)[CH2:11][CH:10]([C:22]([O:24]CC)=[O:23])[CH2:9]1)[C:2]1[CH:7]=[CH:6][CH:5]=[CH:4][CH:3]=1.O.[OH-].[Li+]. The catalyst is CO.C1COCC1.O. The product is [CH2:1]([N:8]1[C:17]2[C:12](=[CH:13][C:14]([C:18]([F:19])([F:20])[F:21])=[CH:15][CH:16]=2)[CH2:11][CH:10]([C:22]([OH:24])=[O:23])[CH2:9]1)[C:2]1[CH:7]=[CH:6][CH:5]=[CH:4][CH:3]=1. The yield is 0.970. (3) The reactants are C(O[CH2:9][C@:10]12[CH2:26][CH2:25][C@H:24]3[C@@H:15]([CH2:16][CH2:17][C:18]4[CH:19]=[CH:20][CH:21]=[CH:22][C:23]=43)[C@@H:14]1[CH2:13][C:12](=[CH:27][O:28][CH2:29][CH3:30])[C:11]2=[O:31])C1C=CC=CC=1.[H-].[H-].[H-].[H-].[Li+].[Al+3].CCO[C:41]([CH3:43])=[O:42]. The catalyst is CCOCC. The product is [CH2:41]([O:42][C:20]1[CH:21]=[CH:22][C:23]2[C@@H:24]3[C@H:15]([C@H:14]4[C@@:10]([CH2:26][CH2:25]3)([CH3:9])[C@@H:11]([OH:31])[C:12](=[CH:27][O:28][CH2:29][CH3:30])[CH2:13]4)[CH2:16][CH2:17][C:18]=2[CH:19]=1)[C:43]1[CH:13]=[CH:14][CH:10]=[CH:11][CH:12]=1. The yield is 0.610. (4) The reactants are [C:1]1([C:7]2[CH:8]=[C:9]([C:22]([NH2:24])=[O:23])[C:10]3[CH:11]=[N:12][N:13]([CH:16]4[CH2:21][CH2:20][CH2:19][NH:18][CH2:17]4)[C:14]=3[CH:15]=2)[CH:6]=[CH:5][CH:4]=[CH:3][CH:2]=1.C(N(CC)CC)C.[C:32]1([S:38](Cl)(=[O:40])=[O:39])[CH:37]=[CH:36][CH:35]=[CH:34][CH:33]=1. The catalyst is CN(C1C=CN=CC=1)C. The product is [C:1]1([C:7]2[CH:8]=[C:9]([C:22]([NH2:24])=[O:23])[C:10]3[CH:11]=[N:12][N:13]([CH:16]4[CH2:21][CH2:20][CH2:19][N:18]([S:38]([C:32]5[CH:37]=[CH:36][CH:35]=[CH:34][CH:33]=5)(=[O:40])=[O:39])[CH2:17]4)[C:14]=3[CH:15]=2)[CH:2]=[CH:3][CH:4]=[CH:5][CH:6]=1. The yield is 0.270. (5) The reactants are [CH3:1][O:2][C:3](=[O:13])[C@@H:4]([NH2:12])[CH2:5][CH:6]1[CH2:11][CH2:10][CH2:9][CH2:8][CH2:7]1.C(N(CC)C(C)C)(C)C.C([O:25][C:26](=O)/[CH:27]=[C:28](/[O:31][C:32]1[CH:37]=[CH:36][CH:35]=[CH:34][C:33]=1[O:38][CH2:39][C:40]1[CH:45]=[CH:44][CH:43]=[CH:42][CH:41]=1)\[CH2:29]Br)C. The catalyst is CN(C)C=O. The product is [CH3:1][O:2][C:3](=[O:13])[C@@H:4]([N:12]1[CH2:29][C:28]([O:31][C:32]2[CH:37]=[CH:36][CH:35]=[CH:34][C:33]=2[O:38][CH2:39][C:40]2[CH:41]=[CH:42][CH:43]=[CH:44][CH:45]=2)=[CH:27][C:26]1=[O:25])[CH2:5][CH:6]1[CH2:11][CH2:10][CH2:9][CH2:8][CH2:7]1. The yield is 0.140. (6) The reactants are [CH2:1]([OH:6])[C:2]([CH3:5])([CH3:4])[CH3:3].[H-].[Na+].[C:9]([O:13][C:14]([N:16]1[CH2:22][CH2:21][C:20]2[C:23]([S:28][CH2:29][C:30]3[N:31]=[N:32][C:33](Cl)=[CH:34][CH:35]=3)=[C:24]([Cl:27])[CH:25]=[CH:26][C:19]=2[CH2:18][CH2:17]1)=[O:15])([CH3:12])([CH3:11])[CH3:10]. The catalyst is C1COCC1.O. The product is [C:9]([O:13][C:14]([N:16]1[CH2:22][CH2:21][C:20]2[C:23]([S:28][CH2:29][C:30]3[N:31]=[N:32][C:33]([O:6][CH2:1][C:2]([CH3:5])([CH3:4])[CH3:3])=[CH:34][CH:35]=3)=[C:24]([Cl:27])[CH:25]=[CH:26][C:19]=2[CH2:18][CH2:17]1)=[O:15])([CH3:12])([CH3:10])[CH3:11]. The yield is 0.280.